This data is from Reaction yield outcomes from USPTO patents with 853,638 reactions. The task is: Predict the reaction yield, written as a fraction of the theoretical maximum amount of product (1.0 means a 100% yield; for example, 0.34 means a 34% yield). (1) The reactants are [CH3:1][C:2]1[CH:3]=[CH:4][C:5]([CH3:8])=[CH:6][CH:7]=1.[C:9]1(=O)[O:13][CH2:12][CH2:11][CH2:10]1. No catalyst specified. The product is [CH3:1][C:2]1[CH:7]=[CH:6][C:5]([CH3:8])=[C:4]2[C:3]=1[CH2:9][CH2:10][CH2:11][C:12]2=[O:13]. The yield is 0.287. (2) The yield is 0.350. The product is [I:14][C:11]1[CH:12]=[CH:13][C:8]([C:5]2[CH:6]=[CH:7][C:2]([C:15]3[CH:20]=[CH:19][CH:18]=[CH:17][CH:16]=3)=[CH:3][CH:4]=2)=[CH:9][CH:10]=1. The reactants are I[C:2]1[CH:7]=[CH:6][C:5]([C:8]2[CH:13]=[CH:12][C:11]([I:14])=[CH:10][CH:9]=2)=[CH:4][CH:3]=1.[C:15]1(OB(O)O)[CH:20]=[CH:19][CH:18]=[CH:17][CH:16]=1.C(=O)([O-])[O-].[Na+].[Na+]. The catalyst is C1C=CC([P]([Pd]([P](C2C=CC=CC=2)(C2C=CC=CC=2)C2C=CC=CC=2)([P](C2C=CC=CC=2)(C2C=CC=CC=2)C2C=CC=CC=2)[P](C2C=CC=CC=2)(C2C=CC=CC=2)C2C=CC=CC=2)(C2C=CC=CC=2)C2C=CC=CC=2)=CC=1.C1(C)C=CC=CC=1. (3) The reactants are [CH2:1]([N:8]1[CH2:15][CH:14]2[CH:10]([CH2:11][NH:12][CH2:13]2)[CH2:9]1)[C:2]1[CH:7]=[CH:6][CH:5]=[CH:4][CH:3]=1.[CH3:16][O:17][C:18]1[CH:26]=[CH:25][C:21]([C:22](O)=[O:23])=[C:20]([N:27]2[N:31]=[CH:30][CH:29]=[N:28]2)[CH:19]=1.CN(C(ON1N=NC2C=CC=NC1=2)=[N+](C)C)C.F[P-](F)(F)(F)(F)F. The catalyst is CN(C=O)C.CCOC(C)=O. The product is [CH2:1]([N:8]1[CH2:9][CH:10]2[CH2:11][N:12]([C:22]([C:21]3[CH:25]=[CH:26][C:18]([O:17][CH3:16])=[CH:19][C:20]=3[N:27]3[N:31]=[CH:30][CH:29]=[N:28]3)=[O:23])[CH2:13][CH:14]2[CH2:15]1)[C:2]1[CH:7]=[CH:6][CH:5]=[CH:4][CH:3]=1. The yield is 0.580. (4) The reactants are CS(Cl)(=O)=O.[Cl:6][C:7]1[CH:8]=[C:9]([CH:27]=[CH:28][C:29]=1[O:30][CH2:31][C:32]1[CH:37]=[CH:36][CH:35]=[C:34]([F:38])[CH:33]=1)[NH:10][C:11]1[C:16]([C:17]#[C:18][C:19]2[N:24]=[C:23]([CH2:25]O)[CH:22]=[CH:21][CH:20]=2)=[CH:15][N:14]=[CH:13][N:12]=1.[CH3:39][NH:40][CH3:41].O. The catalyst is C(Cl)Cl. The product is [Cl:6][C:7]1[CH:8]=[C:9]([NH:10][C:11]2[C:16]([C:17]#[C:18][C:19]3[CH:20]=[CH:21][CH:22]=[C:23]([CH2:25][N:40]([CH3:41])[CH3:39])[N:24]=3)=[CH:15][N:14]=[CH:13][N:12]=2)[CH:27]=[CH:28][C:29]=1[O:30][CH2:31][C:32]1[CH:37]=[CH:36][CH:35]=[C:34]([F:38])[CH:33]=1. The yield is 0.740. (5) The reactants are Cl.[Cl:2][C:3]1[CH:8]=[CH:7][C:6]([F:9])=[CH:5][C:4]=1[NH:10][NH2:11].C(=O)([O-])[O-].[K+].[K+].[C:18](OCC)(=[O:26])[C:19]#[C:20][C:21]([O:23][CH2:24][CH3:25])=[O:22].Cl. The catalyst is C(O)C. The product is [Cl:2][C:3]1[CH:8]=[CH:7][C:6]([F:9])=[CH:5][C:4]=1[N:10]1[C:18]([OH:26])=[CH:19][C:20]([C:21]([O:23][CH2:24][CH3:25])=[O:22])=[N:11]1. The yield is 0.0680. (6) The reactants are [Br:1][C:2]1[C:3](=[O:29])[N:4]([CH2:19][C:20]2[N:21]=[CH:22][C:23]([C:26](O)=[O:27])=[N:24][CH:25]=2)[C:5]([CH3:18])=[CH:6][C:7]=1[O:8][CH2:9][C:10]1[CH:15]=[CH:14][C:13]([F:16])=[CH:12][C:11]=1[F:17].C(OC(Cl)=O)C(C)C.CN1CCOCC1.Cl.[CH3:46][C:47]([CH3:51])([OH:50])[CH2:48][NH2:49]. The catalyst is CN(C=O)C. The product is [Br:1][C:2]1[C:3](=[O:29])[N:4]([CH2:19][C:20]2[N:21]=[CH:22][C:23]([C:26]([NH:49][CH2:48][C:47]([OH:50])([CH3:51])[CH3:46])=[O:27])=[N:24][CH:25]=2)[C:5]([CH3:18])=[CH:6][C:7]=1[O:8][CH2:9][C:10]1[CH:15]=[CH:14][C:13]([F:16])=[CH:12][C:11]=1[F:17]. The yield is 0.750.